From a dataset of Forward reaction prediction with 1.9M reactions from USPTO patents (1976-2016). Predict the product of the given reaction. (1) Given the reactants Br[CH2:2][CH2:3][CH2:4][CH2:5][CH2:6][CH2:7][C:8]1[C:14]2[CH:15]=[CH:16][C:17]([OH:19])=[CH:18][C:13]=2[CH2:12][CH2:11][CH2:10][C:9]=1[C:20]1[CH:25]=[CH:24][CH:23]=[C:22]([OH:26])[CH:21]=1.[CH3:27][O:28][CH2:29][CH2:30][CH2:31][NH:32][CH2:33][CH2:34][CH2:35][S:36]([CH2:39][CH2:40][CH2:41][C:42]([F:48])([F:47])[C:43]([F:46])([F:45])[F:44])(=[O:38])=[O:37], predict the reaction product. The product is: [OH:26][C:22]1[CH:21]=[C:20]([C:9]2[CH2:10][CH2:11][CH2:12][C:13]3[CH:18]=[C:17]([OH:19])[CH:16]=[CH:15][C:14]=3[C:8]=2[CH2:7][CH2:6][CH2:5][CH2:4][CH2:3][CH2:2][N:32]([CH2:31][CH2:30][CH2:29][O:28][CH3:27])[CH2:33][CH2:34][CH2:35][S:36]([CH2:39][CH2:40][CH2:41][C:42]([F:48])([F:47])[C:43]([F:44])([F:45])[F:46])(=[O:37])=[O:38])[CH:25]=[CH:24][CH:23]=1. (2) Given the reactants [Cl:1][C:2]1[CH:3]=[C:4]2[C:8](=[CH:9][C:10]=1[C:11]([F:14])([F:13])[F:12])[NH:7][C:6]([C:15]([OH:26])([CH3:25])[CH2:16][S:17][C:18]1[CH:23]=[CH:22][C:21]([F:24])=[CH:20][CH:19]=1)=[CH:5]2.[OH:27]OS([O-])=O.[K+].[OH2:33], predict the reaction product. The product is: [Cl:1][C:2]1[CH:3]=[C:4]2[C:8](=[CH:9][C:10]=1[C:11]([F:12])([F:13])[F:14])[NH:7][C:6]([C:15]([OH:26])([CH3:25])[CH2:16][S:17]([C:18]1[CH:23]=[CH:22][C:21]([F:24])=[CH:20][CH:19]=1)(=[O:27])=[O:33])=[CH:5]2. (3) Given the reactants Cl[C:2]1[N:7]=[C:6]([NH:8][CH3:9])[N:5]=[C:4]([N:10]2[C@H:15]([CH3:16])[CH2:14][CH2:13][C@H:12]([C:17]([NH:19][CH2:20][C:21]3[CH:26]=[CH:25][CH:24]=[CH:23][CH:22]=3)=[O:18])[CH2:11]2)[CH:3]=1.[CH3:27][C:28]1[C:36]2[C:31](=[CH:32][C:33](B3OC(C)(C)C(C)(C)O3)=[CH:34][CH:35]=2)[NH:30][N:29]=1.C1(P(C2CCCCC2)C2CCCCC2)CCCCC1.[O-]P([O-])([O-])=O.[K+].[K+].[K+], predict the reaction product. The product is: [CH3:16][C@H:15]1[N:10]([C:4]2[CH:3]=[C:2]([C:33]3[CH:32]=[C:31]4[C:36]([C:28]([CH3:27])=[N:29][NH:30]4)=[CH:35][CH:34]=3)[N:7]=[C:6]([NH:8][CH3:9])[N:5]=2)[CH2:11][C@@H:12]([C:17]([NH:19][CH2:20][C:21]2[CH:26]=[CH:25][CH:24]=[CH:23][CH:22]=2)=[O:18])[CH2:13][CH2:14]1. (4) Given the reactants [CH2:1]([O:3][C:4](=[O:19])[C:5]1[CH:10]=[CH:9][C:8]([N:11]2[CH:15]=[C:14]([OH:16])[C:13]([C:17]#[N:18])=[CH:12]2)=[CH:7][CH:6]=1)[CH3:2].[CH2:20](Br)[C:21]1[CH:26]=[CH:25][CH:24]=[CH:23][CH:22]=1.C(=O)([O-])[O-].[Cs+].[Cs+].O, predict the reaction product. The product is: [CH2:1]([O:3][C:4](=[O:19])[C:5]1[CH:6]=[CH:7][C:8]([N:11]2[CH:12]=[C:13]([C:17]#[N:18])[C:14]([O:16][CH2:20][C:21]3[CH:26]=[CH:25][CH:24]=[CH:23][CH:22]=3)=[CH:15]2)=[CH:9][CH:10]=1)[CH3:2]. (5) Given the reactants [CH3:1][S:2][C:3]1[CH:4]=[C:5]([C:9](=[N:16][O:17][CH2:18][C:19]2[N:24]=[C:23]([N:25]3C(=O)C4C(=CC=CC=4)C3=O)[CH:22]=[CH:21][CH:20]=2)[C:10]2[N:14]([CH3:15])[N:13]=[N:12][N:11]=2)[CH:6]=[CH:7][CH:8]=1.O.NN, predict the reaction product. The product is: [CH3:1][S:2][C:3]1[CH:4]=[C:5]([C:9](=[N:16][O:17][CH2:18][C:19]2[N:24]=[C:23]([NH2:25])[CH:22]=[CH:21][CH:20]=2)[C:10]2[N:14]([CH3:15])[N:13]=[N:12][N:11]=2)[CH:6]=[CH:7][CH:8]=1. (6) Given the reactants [CH3:1][C:2]1[CH:6]=[C:5]([C:7]2[CH:12]=[CH:11][CH:10]=[CH:9][CH:8]=2)[N:4]([CH2:13][C:14]2[CH:19]=[CH:18][C:17]([CH2:20][OH:21])=[CH:16][CH:15]=2)[N:3]=1.O[C:23]1[CH:28]=[CH:27][C:26]([CH2:29][CH2:30][C:31]([O:33]C)=[O:32])=[CH:25][CH:24]=1.C1(P(C2C=CC=CC=2)C2C=CC=CC=2)C=CC=CC=1.N(C(OCC)=O)=NC(OCC)=O.[OH-].[Na+].Cl, predict the reaction product. The product is: [CH3:1][C:2]1[CH:6]=[C:5]([C:7]2[CH:8]=[CH:9][CH:10]=[CH:11][CH:12]=2)[N:4]([CH2:13][C:14]2[CH:15]=[CH:16][C:17]([CH2:20][O:21][C:23]3[CH:28]=[CH:27][C:26]([CH2:29][CH2:30][C:31]([OH:33])=[O:32])=[CH:25][CH:24]=3)=[CH:18][CH:19]=2)[N:3]=1.